This data is from CYP2C9 inhibition data for predicting drug metabolism from PubChem BioAssay. The task is: Regression/Classification. Given a drug SMILES string, predict its absorption, distribution, metabolism, or excretion properties. Task type varies by dataset: regression for continuous measurements (e.g., permeability, clearance, half-life) or binary classification for categorical outcomes (e.g., BBB penetration, CYP inhibition). Dataset: cyp2c9_veith. (1) The compound is c1cncc(-c2cccnc2)c1. The result is 0 (non-inhibitor). (2) The drug is c1ccc(N2CC[C@@]3(CCCNC3)C2)cc1. The result is 0 (non-inhibitor). (3) The result is 1 (inhibitor). The compound is CCOC(=O)c1oc2ccccc2c1NC(=O)c1cc(OC)cc(OC)c1. (4) The molecule is CN(/N=C\c1ccccc1O)c1ccc2ccccc2n1. The result is 0 (non-inhibitor). (5) The compound is Cc1cc(Nc2ccccc2)nc(N)n1. The result is 0 (non-inhibitor).